Regression. Given a peptide amino acid sequence and an MHC pseudo amino acid sequence, predict their binding affinity value. This is MHC class I binding data. From a dataset of Peptide-MHC class I binding affinity with 185,985 pairs from IEDB/IMGT. (1) The peptide sequence is MQLPGGWLL. The MHC is HLA-B15:09 with pseudo-sequence YYSEYRNICTNTYESNLYLRYNYYTWAELAYLWY. The binding affinity (normalized) is 0.360. (2) The peptide sequence is FFGPIGKLIA. The MHC is HLA-A02:02 with pseudo-sequence HLA-A02:02. The binding affinity (normalized) is 0.207. (3) The peptide sequence is SILLSSLLK. The MHC is HLA-A11:01 with pseudo-sequence HLA-A11:01. The binding affinity (normalized) is 0.726. (4) The peptide sequence is IFLIITKVF. The MHC is HLA-A02:01 with pseudo-sequence HLA-A02:01. The binding affinity (normalized) is 0.0847. (5) The peptide sequence is KLTQGRQTY. The MHC is HLA-B35:01 with pseudo-sequence HLA-B35:01. The binding affinity (normalized) is 0.0847.